From a dataset of Forward reaction prediction with 1.9M reactions from USPTO patents (1976-2016). Predict the product of the given reaction. (1) Given the reactants [Cl:1][C:2]1[CH:18]=[CH:17][C:5]([C:6]([N:8]([C:10]2[CH:15]=[CH:14][CH:13]=[CH:12][C:11]=2[OH:16])[CH3:9])=[O:7])=[CH:4][C:3]=1[C:19]1[CH:20]=[N:21][C:22]([C:26]#[N:27])=[CH:23][C:24]=1[CH3:25].[C:28]([O-:31])([O-])=O.[K+].[K+].[C:34](OCC)(=O)[CH3:35], predict the reaction product. The product is: [Cl:1][C:2]1[CH:18]=[CH:17][C:5]([C:6]([N:8]([C:10]2[CH:15]=[CH:14][CH:13]=[CH:12][C:11]=2[O:16][CH2:34][CH2:35][CH2:28][OH:31])[CH3:9])=[O:7])=[CH:4][C:3]=1[C:19]1[CH:20]=[N:21][C:22]([C:26]#[N:27])=[CH:23][C:24]=1[CH3:25]. (2) Given the reactants [C:1]([O:5][C:6]([N:8]1[C@@H:12](CC=O)[CH2:11][O:10][C:9]1([CH3:17])[CH3:16])=[O:7])([CH3:4])([CH3:3])[CH3:2].C([Mg]Br)C, predict the reaction product. The product is: [C:1]([O:5][C:6]([N:8]1[CH2:12][CH2:11][O:10][C:9]1([CH3:17])[CH3:16])=[O:7])([CH3:4])([CH3:2])[CH3:3]. (3) Given the reactants [C:1]([C:3]1[CH:8]=[CH:7][C:6](/[CH:9]=[CH:10]/[C:11]([NH:13][CH:14]([C:19]2[CH:24]=[CH:23][CH:22]=[C:21]([C:25]([F:28])([F:27])[F:26])[CH:20]=2)[C:15]([F:18])([F:17])[F:16])=[O:12])=[CH:5][CH:4]=1)#[N:2].[H-].[Na+].[CH3:31]I, predict the reaction product. The product is: [C:1]([C:3]1[CH:8]=[CH:7][C:6](/[CH:9]=[CH:10]/[C:11]([N:13]([CH3:31])[CH:14]([C:19]2[CH:24]=[CH:23][CH:22]=[C:21]([C:25]([F:26])([F:27])[F:28])[CH:20]=2)[C:15]([F:16])([F:17])[F:18])=[O:12])=[CH:5][CH:4]=1)#[N:2]. (4) Given the reactants [Cl:1][C:2]1[CH:7]=[C:6]([N+:8]([O-])=O)[CH:5]=[CH:4][C:3]=1[O:11][C:12]1[CH:17]=[CH:16][CH:15]=[CH:14][CH:13]=1.[Cl-].[NH4+].CO, predict the reaction product. The product is: [Cl:1][C:2]1[CH:7]=[C:6]([CH:5]=[CH:4][C:3]=1[O:11][C:12]1[CH:17]=[CH:16][CH:15]=[CH:14][CH:13]=1)[NH2:8]. (5) Given the reactants [C:1](Cl)(=[O:19])[CH2:2][CH2:3][CH2:4][CH2:5][CH2:6][CH2:7][CH2:8]/[CH:9]=[CH:10]\[CH2:11]/[CH:12]=[CH:13]\[CH2:14][CH2:15][CH2:16]CC.N[CH:22]([CH3:26])[C:23]([O-:25])=[O:24].[NH4+], predict the reaction product. The product is: [C:23]([O:25][C:1](=[O:19])[CH2:2][CH2:3][CH2:4][CH2:5][CH2:6]/[CH:7]=[CH:8]\[CH2:9]/[CH:10]=[CH:11]\[CH2:12][CH2:13][CH2:14][CH2:15][CH3:16])(=[O:24])[CH2:22][CH2:26][CH2:13][CH2:12][CH2:11]/[CH:10]=[CH:9]\[CH2:8]/[CH:7]=[CH:6]\[CH2:5][CH2:4][CH2:3][CH2:2][CH3:1]. (6) Given the reactants [CH2:1]([O:5][CH2:6][CH2:7][CH2:8][CH2:9][O:10][C:11]1[CH:16]=[CH:15][C:14]([C:17]2[CH:22]=[CH:21][C:20]([C:23]([OH:25])=[O:24])=[CH:19][CH:18]=2)=[C:13]([F:26])[C:12]=1[F:27])[CH2:2][CH2:3][CH3:4].C(O[C:36]1[CH:55]=[CH:54][C:39]([C:40]([O:42][C@@H:43]([C:50]([F:53])([F:52])[F:51])[CH2:44][CH2:45][CH2:46][CH2:47][CH2:48][CH3:49])=[O:41])=[CH:38][CH:37]=1)C1C=CC=CC=1.[CH3:56]N(C1C=CC=CN=1)C, predict the reaction product. The product is: [F:51][C:50]([F:52])([F:53])[C@H:43]([O:42][C:40]([C:39]1[CH:38]=[CH:37][C:36]([O:24][C:23]([C:20]2[CH:19]=[CH:18][C:17]([C:14]3[CH:15]=[CH:16][C:11]([O:10][CH2:9][CH2:8][CH2:7][CH2:6][O:5][CH2:1][CH2:2][CH2:3][CH2:4][CH3:56])=[C:12]([F:27])[C:13]=3[F:26])=[CH:22][CH:21]=2)=[O:25])=[CH:55][CH:54]=1)=[O:41])[CH2:44][CH2:45][CH2:46][CH2:47][CH2:48][CH3:49].